From a dataset of Forward reaction prediction with 1.9M reactions from USPTO patents (1976-2016). Predict the product of the given reaction. (1) Given the reactants [C:1]([OH:7])([C:3]([F:6])([F:5])[F:4])=[O:2].[CH3:8][C:9]1[N:14]=[C:13]([C:15]2[S:19][C:18]([C:20]([O:22]C(C)(C)C)=[O:21])=[N:17][CH:16]=2)[CH:12]=[CH:11][N:10]=1, predict the reaction product. The product is: [F:4][C:3]([F:6])([F:5])[C:1]([OH:7])=[O:2].[CH3:8][C:9]1[N:14]=[C:13]([C:15]2[S:19][C:18]([C:20]([OH:22])=[O:21])=[N:17][CH:16]=2)[CH:12]=[CH:11][N:10]=1. (2) The product is: [CH2:10]([C:9]1[NH:8][N:7]=[C:2]([C:3]([O:5][CH2:6][CH3:18])=[O:4])[N:1]=1)[C:11]1[CH:16]=[CH:15][CH:14]=[CH:13][CH:12]=1. Given the reactants [NH2:1][C:2](=[N:7][NH:8][C:9](=O)[CH2:10][C:11]1[CH:16]=[CH:15][CH:14]=[CH:13][CH:12]=1)[C:3]([O:5][CH3:6])=[O:4].[CH3:18]O, predict the reaction product. (3) Given the reactants C(O[K])(C)(C)C.[F:7][C:8]([F:12])([F:11])[CH2:9][OH:10].F[C:14]1[CH:15]=[CH:16][C:17]([N+:41]([O-])=O)=[C:18]([CH:40]=1)[C:19]([NH:21][C:22]1[CH:27]=[CH:26][C:25]([CH2:28][CH2:29][C:30]2[CH:39]=[CH:38][C:33]([C:34]([O:36][CH3:37])=[O:35])=[CH:32][CH:31]=2)=[CH:24][CH:23]=1)=[O:20].[Cl-].[NH4+], predict the reaction product. The product is: [NH2:41][C:17]1[CH:16]=[CH:15][C:14]([O:10][CH2:9][C:8]([F:12])([F:11])[F:7])=[CH:40][C:18]=1[C:19]([NH:21][C:22]1[CH:23]=[CH:24][C:25]([CH2:28][CH2:29][C:30]2[CH:31]=[CH:32][C:33]([C:34]([O:36][CH3:37])=[O:35])=[CH:38][CH:39]=2)=[CH:26][CH:27]=1)=[O:20].